From a dataset of Catalyst prediction with 721,799 reactions and 888 catalyst types from USPTO. Predict which catalyst facilitates the given reaction. (1) Reactant: [CH3:1][NH:2][CH3:3].[CH2:4]([O:11][C:12]([NH:14][C@H:15]([C:20]([OH:22])=O)[CH2:16][C:17](O)=[O:18])=[O:13])[C:5]1[CH:10]=[CH:9][CH:8]=[CH:7][CH:6]=1.[CH2:23]([N:25](C(C)C)[CH:26](C)C)C.F[P-](F)(F)(F)(F)F.N1(OC(N(C)C)=[N+](C)C)C2N=CC=CC=2N=N1. Product: [CH3:1][N:2]([CH3:3])[C:20](=[O:22])[C@@H:15]([NH:14][C:12](=[O:13])[O:11][CH2:4][C:5]1[CH:10]=[CH:9][CH:8]=[CH:7][CH:6]=1)[CH2:16][C:17]([N:25]([CH3:26])[CH3:23])=[O:18]. The catalyst class is: 18. (2) Reactant: [CH3:1][N:2]([CH3:11])[C:3]1[CH:10]=[CH:9][C:6]([CH:7]=O)=[CH:5][CH:4]=1.[N+:12]([C:15]1C=CC=CC=1)([O-:14])=[O:13].CN. Product: [CH3:1][N:2]([CH3:11])[C:3]1[CH:10]=[CH:9][C:6]([CH:7]=[CH:15][N+:12]([O-:14])=[O:13])=[CH:5][CH:4]=1. The catalyst class is: 5. (3) Reactant: [Cl:1][C:2]1[CH:3]=[C:4]([N:10]2[C:14]([C:15]([O:17][CH2:18][CH3:19])=[O:16])=[C:13]([CH2:20][C:21]3[CH:29]=[CH:28][C:24]([C:25]([OH:27])=O)=[CH:23][CH:22]=3)[C:12]([CH3:30])=[N:11]2)[CH:5]=[CH:6][C:7]=1[C:8]#[N:9].[NH2:31][CH2:32][C:33]([CH3:36])([OH:35])[CH3:34].Cl.C(N=C=N)C.ON1C2C=CC=CC=2N=N1. Product: [Cl:1][C:2]1[CH:3]=[C:4]([N:10]2[C:14]([C:15]([O:17][CH2:18][CH3:19])=[O:16])=[C:13]([CH2:20][C:21]3[CH:22]=[CH:23][C:24]([C:25](=[O:27])[NH:31][CH2:32][C:33]([OH:35])([CH3:36])[CH3:34])=[CH:28][CH:29]=3)[C:12]([CH3:30])=[N:11]2)[CH:5]=[CH:6][C:7]=1[C:8]#[N:9]. The catalyst class is: 18.